From a dataset of Full USPTO retrosynthesis dataset with 1.9M reactions from patents (1976-2016). Predict the reactants needed to synthesize the given product. (1) The reactants are: Cl[C:2]1[N:3]=[C:4]([N:22]2[CH2:27][CH2:26][O:25][CH2:24][CH2:23]2)[C:5]2[N:11]=[C:10]([CH2:12][CH:13]3[CH2:18][CH2:17][N:16]([C:19](=[O:21])[CH3:20])[CH2:15][CH2:14]3)[CH:9]=[CH:8][C:6]=2[N:7]=1.[CH3:28][O:29][C@H:30]([C:32]1[NH:36][C:35]2[CH:37]=[CH:38][CH:39]=[CH:40][C:34]=2[N:33]=1)[CH3:31]. Given the product [CH3:28][O:29][C@H:30]([C:32]1[N:33]([C:2]2[N:3]=[C:4]([N:22]3[CH2:23][CH2:24][O:25][CH2:26][CH2:27]3)[C:5]3[N:11]=[C:10]([CH2:12][CH:13]4[CH2:18][CH2:17][N:16]([C:19](=[O:21])[CH3:20])[CH2:15][CH2:14]4)[CH:9]=[CH:8][C:6]=3[N:7]=2)[C:34]2[CH:40]=[CH:39][CH:38]=[CH:37][C:35]=2[N:36]=1)[CH3:31], predict the reactants needed to synthesize it. (2) Given the product [CH3:1][O:2][C:3](=[O:34])[CH2:4][C@H:5]1[C:9]2[CH:10]=[CH:11][C:12]([O:14][C@H:15]3[C:23]4[C:18](=[C:19]([C:36]5[C:37]([CH3:49])=[CH:38][C:39]([C:43]6[CH:48]=[N:47][CH:46]=[CH:45][N:44]=6)=[CH:40][C:41]=5[CH3:42])[CH:20]=[CH:21][C:22]=4[F:24])[CH2:17][CH2:16]3)=[CH:13][C:8]=2[O:7][CH2:6]1, predict the reactants needed to synthesize it. The reactants are: [CH3:1][O:2][C:3](=[O:34])[CH2:4][C@H:5]1[C:9]2[CH:10]=[CH:11][C:12]([O:14][C@H:15]3[C:23]4[C:18](=[C:19](B5OC(C)(C)C(C)(C)O5)[CH:20]=[CH:21][C:22]=4[F:24])[CH2:17][CH2:16]3)=[CH:13][C:8]=2[O:7][CH2:6]1.Br[C:36]1[C:41]([CH3:42])=[CH:40][C:39]([C:43]2[CH:48]=[N:47][CH:46]=[CH:45][N:44]=2)=[CH:38][C:37]=1[CH3:49].BrC1C=CC(F)=C2C=1CC[C@H]2OC1C=CC2[C@H](CC(OC)=O)COC=2C=1.